This data is from Reaction yield outcomes from USPTO patents with 853,638 reactions. The task is: Predict the reaction yield, written as a fraction of the theoretical maximum amount of product (1.0 means a 100% yield; for example, 0.34 means a 34% yield). (1) The reactants are [F:1][C:2]([F:23])([F:22])[C:3]1[CH:4]=[C:5]([CH2:20]O)[CH:6]=[CH:7][C:8]=1[O:9][C:10]1[CH:15]=[CH:14][CH:13]=[C:12]([C:16]([F:19])([F:18])[F:17])[CH:11]=1.S(Cl)([Cl:26])=O. The catalyst is C(Cl)Cl. The product is [Cl:26][CH2:20][C:5]1[CH:6]=[CH:7][C:8]([O:9][C:10]2[CH:15]=[CH:14][CH:13]=[C:12]([C:16]([F:19])([F:18])[F:17])[CH:11]=2)=[C:3]([C:2]([F:23])([F:22])[F:1])[CH:4]=1. The yield is 1.09. (2) The reactants are Br[C:2]1[CH:7]=[CH:6][C:5]([S:8]([N:11]([CH3:13])[CH3:12])(=[O:10])=[O:9])=[CH:4][CH:3]=1.[NH2:14][C:15]1[CH:20]=[CH:19][C:18](B(O)O)=[CH:17][CH:16]=1.[O-]P([O-])([O-])=O.[K+].[K+].[K+].C1(P(C2CCCCC2)C2C=CC=CC=2C2C=CC=CC=2)CCCCC1. The catalyst is CC([O-])=O.CC([O-])=O.[Pd+2].O1CCOCC1.C1(C)C=CC=CC=1. The product is [CH3:12][N:11]([CH3:13])[S:8]([C:5]1[CH:6]=[CH:7][C:2]([C:18]2[CH:19]=[CH:20][C:15]([NH2:14])=[CH:16][CH:17]=2)=[CH:3][CH:4]=1)(=[O:10])=[O:9]. The yield is 0.100. (3) The reactants are Br[C:2]1[CH:3]=[C:4]([N:13]([C@H:16]2[CH2:21][CH2:20][C@H:19]([N:22]([CH3:24])[CH3:23])[CH2:18][CH2:17]2)[CH2:14][CH3:15])[C:5]([CH3:12])=[C:6]([CH:11]=1)[C:7]([O:9][CH3:10])=[O:8].[CH2:25]([N:28]1[CH2:33][CH2:32][O:31][CH2:30][CH2:29]1)[C:26]#[CH:27].C(N(CC)CC)C. The catalyst is CN(C=O)C.[Cu]I.C1C=CC([P]([Pd]([P](C2C=CC=CC=2)(C2C=CC=CC=2)C2C=CC=CC=2)([P](C2C=CC=CC=2)(C2C=CC=CC=2)C2C=CC=CC=2)[P](C2C=CC=CC=2)(C2C=CC=CC=2)C2C=CC=CC=2)(C2C=CC=CC=2)C2C=CC=CC=2)=CC=1. The product is [CH3:23][N:22]([CH3:24])[C@H:19]1[CH2:20][CH2:21][C@H:16]([N:13]([CH2:14][CH3:15])[C:4]2[C:5]([CH3:12])=[C:6]([CH:11]=[C:2]([C:27]#[C:26][CH2:25][N:28]3[CH2:33][CH2:32][O:31][CH2:30][CH2:29]3)[CH:3]=2)[C:7]([O:9][CH3:10])=[O:8])[CH2:17][CH2:18]1. The yield is 0.674. (4) The reactants are [C:1]([C:3]1[C:8]([C:9]2[N:13]([S:14]([C:17]3[CH:22]=[CH:21][CH:20]=[C:19]([F:23])[CH:18]=3)(=[O:16])=[O:15])[CH:12]=[C:11]([CH2:24][N:25](C)[C:26](=O)OC(C)(C)C)[C:10]=2[F:34])=[CH:7][CH:6]=[CH:5][N:4]=1)#[N:2].C(OCC)(=O)C.[ClH:41]. The catalyst is C(OCC)(=O)C.CC(O)C. The product is [ClH:41].[F:34][C:10]1[C:11]([CH2:24][NH:25][CH3:26])=[CH:12][N:13]([S:14]([C:17]2[CH:22]=[CH:21][CH:20]=[C:19]([F:23])[CH:18]=2)(=[O:16])=[O:15])[C:9]=1[C:8]1[C:3]([C:1]#[N:2])=[N:4][CH:5]=[CH:6][CH:7]=1. The yield is 0.730. (5) The reactants are C(O[C:4](=[O:10])[CH2:5][S:6]([CH3:9])(=[O:8])=[O:7])C.[H-].[Na+].[H][H].[CH3:15][N:16]1C(=O)O[C:19](=[O:20])[C:18]2=[CH:24][CH:25]=[CH:26][CH:27]=[C:17]12.Cl. The catalyst is CC(N(C)C)=O. The product is [OH:20][C:19]1[C:18]2[C:17](=[CH:27][CH:26]=[CH:25][CH:24]=2)[N:16]([CH3:15])[C:4](=[O:10])[C:5]=1[S:6]([CH3:9])(=[O:7])=[O:8]. The yield is 0.480. (6) The reactants are [C:1]([C:4]1([C:7]([O:9]CC)=[O:8])[CH2:6][CH2:5]1)(=[O:3])[CH3:2].[OH-].[Na+]. The catalyst is CCO. The product is [C:1]([C:4]1([C:7]([OH:9])=[O:8])[CH2:6][CH2:5]1)(=[O:3])[CH3:2]. The yield is 0.928. (7) The reactants are [CH2:1]([N:8]1[CH:17]=[C:16](Br)[C:15]2[C:10](=[CH:11][CH:12]=[CH:13][CH:14]=2)[C:9]1=[O:19])[C:2]1[CH:7]=[CH:6][CH:5]=[CH:4][CH:3]=1.[CH3:20][O:21][C:22]1[CH:27]=[C:26](C2OC(C)(C)C(C)(C)O2)[CH:25]=[CH:24][C:23]=1[OH:37].C([O-])([O-])=O.[Na+].[Na+]. The catalyst is C1(C)C=CC=CC=1.C(O)C.O.C(OCC)(=O)C.C1C=CC([P]([Pd]([P](C2C=CC=CC=2)(C2C=CC=CC=2)C2C=CC=CC=2)([P](C2C=CC=CC=2)(C2C=CC=CC=2)C2C=CC=CC=2)[P](C2C=CC=CC=2)(C2C=CC=CC=2)C2C=CC=CC=2)(C2C=CC=CC=2)C2C=CC=CC=2)=CC=1. The product is [CH2:1]([N:8]1[CH:17]=[C:16]([C:26]2[CH:25]=[CH:24][C:23]([OH:37])=[C:22]([O:21][CH3:20])[CH:27]=2)[C:15]2[C:10](=[CH:11][CH:12]=[CH:13][CH:14]=2)[C:9]1=[O:19])[C:2]1[CH:7]=[CH:6][CH:5]=[CH:4][CH:3]=1. The yield is 0.450. (8) The reactants are [F:1][C:2]1([F:8])[CH2:7][CH2:6][NH:5][CH2:4][CH2:3]1.Cl.Br[CH2:11][C:12]([O:14][CH2:15][CH3:16])=[O:13].C(N(CC)CC)C. The catalyst is O1CCCC1.[I-].C([N+](CCCC)(CCCC)CCCC)CCC. The product is [F:1][C:2]1([F:8])[CH2:7][CH2:6][N:5]([CH2:11][C:12]([O:14][CH2:15][CH3:16])=[O:13])[CH2:4][CH2:3]1. The yield is 0.600.